Dataset: Full USPTO retrosynthesis dataset with 1.9M reactions from patents (1976-2016). Task: Predict the reactants needed to synthesize the given product. (1) Given the product [CH3:1][O:2][C:3]1[CH:45]=[CH:44][C:6]([CH2:7][N:8]([CH:41]([CH3:43])[CH3:42])[CH2:9][CH2:10][C@H:11]([NH:16][C:17]([C:19]2[CH:27]=[C:26]3[C:22]([CH:23]=[N:24][N:25]3[CH2:28][CH:29]([CH3:31])[CH3:30])=[CH:21][C:20]=2[O:32][C:33]2[CH:38]=[CH:37][C:36]([F:39])=[CH:35][C:34]=2[F:40])=[O:18])[CH2:12][OH:13])=[CH:5][CH:4]=1, predict the reactants needed to synthesize it. The reactants are: [CH3:1][O:2][C:3]1[CH:45]=[CH:44][C:6]([CH2:7][N:8]([CH:41]([CH3:43])[CH3:42])[CH2:9][CH2:10][C@H:11]([NH:16][C:17]([C:19]2[CH:27]=[C:26]3[C:22]([CH:23]=[N:24][N:25]3[CH2:28][CH:29]([CH3:31])[CH3:30])=[CH:21][C:20]=2[O:32][C:33]2[CH:38]=[CH:37][C:36]([F:39])=[CH:35][C:34]=2[F:40])=[O:18])[C:12](OC)=[O:13])=[CH:5][CH:4]=1.[BH4-].[Na+]. (2) Given the product [ClH:12].[Cl:12][C:13]1[CH:26]=[CH:25][C:16]([O:17][C:18]2[CH:23]=[CH:22][C:21]([O:2][CH2:3][C@@H:4]3[CH2:9][CH2:8][CH2:7][CH2:6][NH:5]3)=[CH:20][CH:19]=2)=[CH:15][CH:14]=1, predict the reactants needed to synthesize it. The reactants are: S1(=O)(=O)[N:5]2[CH2:6][CH2:7][CH2:8][CH2:9][C@H:4]2[CH2:3][O:2]1.[Cl:12][C:13]1[CH:26]=[CH:25][C:16]([O:17][C:18]2[CH:23]=[CH:22][C:21](O)=[CH:20][CH:19]=2)=[CH:15][CH:14]=1.C(=O)([O-])[O-].[K+].[K+].OS(O)(=O)=O.[OH-].[Na+]. (3) The reactants are: [CH:1]1[C:6]2=[C:7]3[C:15](=[CH:16][CH:17]=[C:5]2[CH:4]=[N:3][CH:2]=1)[C:14]1[C:13](=[O:18])[NH:12][CH2:11][CH2:10][C:9]=1[NH:8]3.[F:19][C:20]([F:31])([F:30])[CH2:21]OS(C(F)(F)F)(=O)=O.C(=O)([O-])[O-].[K+].[K+].C1OCCOCCOCCOCCOCCOC1.Cl. Given the product [F:19][C:20]([F:31])([F:30])[CH2:21][N:8]1[C:7]2[C:15](=[CH:16][CH:17]=[C:5]3[CH:4]=[N:3][CH:2]=[CH:1][C:6]3=2)[C:14]2[C:13](=[O:18])[NH:12][CH2:11][CH2:10][C:9]1=2, predict the reactants needed to synthesize it. (4) Given the product [I:6][C:7]1[CH:12]=[CH:11][C:10]([C:13](=[CH2:2])[CH:14]([CH3:16])[CH3:15])=[CH:9][CH:8]=1, predict the reactants needed to synthesize it. The reactants are: [Li][C:2](C)(C)C.[I:6][C:7]1[CH:12]=[CH:11][C:10]([C:13](=O)[CH:14]([CH3:16])[CH3:15])=[CH:9][CH:8]=1.O.